Dataset: Catalyst prediction with 721,799 reactions and 888 catalyst types from USPTO. Task: Predict which catalyst facilitates the given reaction. Reactant: [O:1]=[C:2]1[C:10]2[NH:9][CH:8]=[C:7]([C:11]([O:13][CH3:14])=[O:12])[C:6]=2[CH2:5][CH2:4][CH2:3]1.[C:15]([O:19][C:20]([N:22]1[CH2:27][CH2:26][CH:25](O)[CH2:24][CH2:23]1)=[O:21])([CH3:18])([CH3:17])[CH3:16].C1(P(C2C=CC=CC=2)C2C=CC=CC=2)C=CC=CC=1. Product: [C:15]([O:19][C:20]([N:22]1[CH2:27][CH2:26][CH:25]([N:9]2[C:10]3[C:2](=[O:1])[CH2:3][CH2:4][CH2:5][C:6]=3[C:7]([C:11]([O:13][CH3:14])=[O:12])=[CH:8]2)[CH2:24][CH2:23]1)=[O:21])([CH3:18])([CH3:16])[CH3:17]. The catalyst class is: 1.